This data is from Full USPTO retrosynthesis dataset with 1.9M reactions from patents (1976-2016). The task is: Predict the reactants needed to synthesize the given product. (1) The reactants are: [CH3:1][N:2]([CH3:35])[C:3]1([C:29]2[CH:34]=[CH:33][CH:32]=[CH:31][CH:30]=2)[CH2:8][CH2:7][CH:6]([CH2:9][NH:10][C:11]([N:13]2[CH2:18][CH2:17][CH2:16][CH:15]([C:19]3[C:27]4[C:22](=[CH:23][CH:24]=[C:25]([F:28])[CH:26]=4)[NH:21][CH:20]=3)[CH2:14]2)=[O:12])[CH2:5][CH2:4]1.C(O)C.[C:39]([OH:51])(=[O:50])[CH2:40][C:41]([CH2:46][C:47]([OH:49])=[O:48])([C:43]([OH:45])=[O:44])[OH:42]. Given the product [C:39]([OH:51])(=[O:50])[CH2:40][C:41]([CH2:46][C:47]([OH:49])=[O:48])([C:43]([OH:45])=[O:44])[OH:42].[CH3:1][N:2]([CH3:35])[C:3]1([C:29]2[CH:34]=[CH:33][CH:32]=[CH:31][CH:30]=2)[CH2:8][CH2:7][CH:6]([CH2:9][NH:10][C:11]([N:13]2[CH2:18][CH2:17][CH2:16][CH:15]([C:19]3[C:27]4[C:22](=[CH:23][CH:24]=[C:25]([F:28])[CH:26]=4)[NH:21][CH:20]=3)[CH2:14]2)=[O:12])[CH2:5][CH2:4]1, predict the reactants needed to synthesize it. (2) Given the product [I:16][C:17]1[CH:25]=[CH:24][C:20]([C:21]([NH:15][CH2:14][CH2:13][C:10]2[CH:11]=[CH:12][C:7]([CH2:6][N:1]3[CH2:5][CH2:4][CH2:3][CH2:2]3)=[CH:8][CH:9]=2)=[O:22])=[CH:19][CH:18]=1, predict the reactants needed to synthesize it. The reactants are: [N:1]1([CH2:6][C:7]2[CH:12]=[CH:11][C:10]([CH2:13][CH2:14][NH2:15])=[CH:9][CH:8]=2)[CH2:5][CH2:4][CH2:3][CH2:2]1.[I:16][C:17]1[CH:25]=[CH:24][C:20]([C:21](O)=[O:22])=[CH:19][CH:18]=1. (3) Given the product [Br:12][CH2:10][C:9](=[O:11])[CH2:8][C:5]1[CH:4]=[CH:3][C:2]([Cl:1])=[CH:7][CH:6]=1, predict the reactants needed to synthesize it. The reactants are: [Cl:1][C:2]1[CH:7]=[CH:6][C:5]([CH2:8][C:9](=[O:11])[CH3:10])=[CH:4][CH:3]=1.[BrH:12].BrBr.CC(C)=O. (4) The reactants are: [CH3:1][CH2:2][O:3][C:4]([CH:6](P(OCC)(OCC)=O)[F:7])=[O:5].[CH2:16]([O:18][C:19]1[CH:28]=[C:27]2[C:22]([C:23]([CH3:31])=[CH:24][C:25]([CH3:30])([CH3:29])[O:26]2)=[CH:21][C:20]=1[C:32](=O)[CH2:33][CH3:34])[CH3:17]. Given the product [CH2:16]([O:18][C:19]1[CH:28]=[C:27]2[C:22]([C:23]([CH3:31])=[CH:24][C:25]([CH3:30])([CH3:29])[O:26]2)=[CH:21][C:20]=1/[C:32](/[CH2:33][CH3:34])=[C:6](/[F:7])\[C:4]([O:3][CH2:2][CH3:1])=[O:5])[CH3:17], predict the reactants needed to synthesize it.